From a dataset of NCI-60 drug combinations with 297,098 pairs across 59 cell lines. Regression. Given two drug SMILES strings and cell line genomic features, predict the synergy score measuring deviation from expected non-interaction effect. (1) Drug 1: CC1=C(C=C(C=C1)NC(=O)C2=CC=C(C=C2)CN3CCN(CC3)C)NC4=NC=CC(=N4)C5=CN=CC=C5. Drug 2: CCN(CC)CCNC(=O)C1=C(NC(=C1C)C=C2C3=C(C=CC(=C3)F)NC2=O)C. Cell line: HL-60(TB). Synergy scores: CSS=-31.0, Synergy_ZIP=13.0, Synergy_Bliss=2.00, Synergy_Loewe=-27.7, Synergy_HSA=-25.6. (2) Drug 2: CN(C)C1=NC(=NC(=N1)N(C)C)N(C)C. Drug 1: CC(C1=C(C=CC(=C1Cl)F)Cl)OC2=C(N=CC(=C2)C3=CN(N=C3)C4CCNCC4)N. Cell line: NCI-H322M. Synergy scores: CSS=-2.51, Synergy_ZIP=2.16, Synergy_Bliss=1.93, Synergy_Loewe=-2.53, Synergy_HSA=-1.41. (3) Drug 1: COC1=NC(=NC2=C1N=CN2C3C(C(C(O3)CO)O)O)N. Drug 2: C1=CC=C(C=C1)NC(=O)CCCCCCC(=O)NO. Cell line: NCI-H322M. Synergy scores: CSS=-5.75, Synergy_ZIP=0.308, Synergy_Bliss=-5.74, Synergy_Loewe=-3.60, Synergy_HSA=-7.52. (4) Drug 1: C1C(C(OC1N2C=NC3=C(N=C(N=C32)Cl)N)CO)O. Drug 2: CS(=O)(=O)OCCCCOS(=O)(=O)C. Cell line: SF-268. Synergy scores: CSS=5.29, Synergy_ZIP=-3.17, Synergy_Bliss=0.0441, Synergy_Loewe=-4.38, Synergy_HSA=-0.128. (5) Drug 1: C1=CC=C(C=C1)NC(=O)CCCCCCC(=O)NO. Drug 2: C1C(C(OC1N2C=NC(=NC2=O)N)CO)O. Cell line: TK-10. Synergy scores: CSS=5.19, Synergy_ZIP=-3.86, Synergy_Bliss=2.03, Synergy_Loewe=-8.62, Synergy_HSA=0.775. (6) Drug 1: CN1CCC(CC1)COC2=C(C=C3C(=C2)N=CN=C3NC4=C(C=C(C=C4)Br)F)OC. Drug 2: C1CC(C1)(C(=O)O)C(=O)O.[NH2-].[NH2-].[Pt+2]. Cell line: U251. Synergy scores: CSS=53.7, Synergy_ZIP=-1.21, Synergy_Bliss=1.44, Synergy_Loewe=-0.904, Synergy_HSA=3.21. (7) Drug 1: CNC(=O)C1=CC=CC=C1SC2=CC3=C(C=C2)C(=NN3)C=CC4=CC=CC=N4. Drug 2: CC(C)NC(=O)C1=CC=C(C=C1)CNNC.Cl. Cell line: OVCAR-5. Synergy scores: CSS=9.86, Synergy_ZIP=1.65, Synergy_Bliss=3.97, Synergy_Loewe=1.35, Synergy_HSA=1.76.